From a dataset of Full USPTO retrosynthesis dataset with 1.9M reactions from patents (1976-2016). Predict the reactants needed to synthesize the given product. (1) Given the product [Br:1][C:2]1[CH:3]=[CH:4][C:5]([O:21][CH2:22][C:23]2[CH:24]=[CH:25][C:26]([Cl:29])=[CH:27][CH:28]=2)=[C:6]([CH2:8][N:9]2[CH2:10][CH2:11][CH:12]([N:15]3[CH2:20][CH2:19][N:18]([C:37]([C:36]4[C:31]([CH3:30])=[N:32][CH:33]=[CH:34][C:35]=4[CH3:41])=[O:39])[CH2:17][CH2:16]3)[CH2:13][CH2:14]2)[CH:7]=1, predict the reactants needed to synthesize it. The reactants are: [Br:1][C:2]1[CH:3]=[CH:4][C:5]([O:21][CH2:22][C:23]2[CH:28]=[CH:27][C:26]([Cl:29])=[CH:25][CH:24]=2)=[C:6]([CH2:8][N:9]2[CH2:14][CH2:13][CH:12]([N:15]3[CH2:20][CH2:19][NH:18][CH2:17][CH2:16]3)[CH2:11][CH2:10]2)[CH:7]=1.[CH3:30][C:31]1[C:36]([C:37]([OH:39])=O)=[CH:35][CH:34]=[C:33](C)[N:32]=1.[CH3:41]N(C(ON1N=NC2C=CC=NC1=2)=[N+](C)C)C.F[P-](F)(F)(F)(F)F.CCN(C(C)C)C(C)C. (2) Given the product [O:25]=[C:19]1[C:18]2[CH:17]=[C:16]([C:14]3[CH:13]=[CH:12][N:11]=[C:10]([CH:9]=[O:8])[CH:15]=3)[NH:24][C:23]=2[CH2:22][CH2:21][NH:20]1, predict the reactants needed to synthesize it. The reactants are: FC(F)(F)C(O)=O.[OH:8][CH2:9][C:10]1[CH:15]=[C:14]([C:16]2[NH:24][C:23]3[CH2:22][CH2:21][NH:20][C:19](=[O:25])[C:18]=3[CH:17]=2)[CH:13]=[CH:12][N:11]=1. (3) Given the product [Na:23].[P:2]([O-:5])([O-:4])([O-:3])=[O:1].[K+:29].[K+:29].[K+:29], predict the reactants needed to synthesize it. The reactants are: [O-:1][P:2]([O-:5])([O-:4])=[O:3].[O-:1][P:2]([O-:5])([O-:4])=[O:3].[O-:1][P:2]([O-:5])([O-:4])=[O:3].[F-].[Ca+2].[Ca+2].[Ca+2].[Ca+2].[Ca+2].[NH4+].[Na:23].S([O-])(O)(=O)=O.[K+:29].S([O-])([O-])(=O)=O.[K+].[K+].[F-].[Ca+2].[F-]. (4) Given the product [C:21]([O:20][C:18]([N:15]1[C:16]2[C:12](=[CH:11][CH:10]=[C:9]([O:1][Si:2]([C:5]([CH3:8])([CH3:7])[CH3:6])([CH3:4])[CH3:3])[CH:17]=2)[CH:13]=[CH:14]1)=[O:19])([CH3:24])([CH3:23])[CH3:22], predict the reactants needed to synthesize it. The reactants are: [O:1]([C:9]1[CH:17]=[C:16]2[C:12]([CH:13]=[CH:14][NH:15]2)=[CH:11][CH:10]=1)[Si:2]([C:5]([CH3:8])([CH3:7])[CH3:6])([CH3:4])[CH3:3].[C:18](O[C:18]([O:20][C:21]([CH3:24])([CH3:23])[CH3:22])=[O:19])([O:20][C:21]([CH3:24])([CH3:23])[CH3:22])=[O:19]. (5) Given the product [CH3:1][O:2][C:3]1[CH:4]=[C:5]([CH:35]=[CH:36][C:37]=1[C:38]([CH3:39])([CH3:41])[CH3:40])[C:6]([N:8]1[C@@H:12]([C:13]2[S:14][CH:15]=[CH:16][N:17]=2)[C@@H:11]([CH2:19][O:20][CH3:21])[CH2:10][C@@:9]1([CH2:29][C:30]1[CH:34]=[CH:49][S:50][N:31]=1)[C:22]([O:24][C:25]([CH3:28])([CH3:27])[CH3:26])=[O:23])=[O:7], predict the reactants needed to synthesize it. The reactants are: [CH3:1][O:2][C:3]1[CH:4]=[C:5]([CH:35]=[CH:36][C:37]=1[C:38]([CH3:41])([CH3:40])[CH3:39])[C:6]([N:8]1[C@@H:12]([C:13]2[S:14][C:15](C)=[CH:16][N:17]=2)[C@@H:11]([CH2:19][O:20][CH3:21])[CH2:10][C@@:9]1([CH2:29][C:30]1[N:31]=CS[CH:34]=1)[C:22]([O:24][C:25]([CH3:28])([CH3:27])[CH3:26])=[O:23])=[O:7].OC[C@@H]1[C@H]([C:49]2[S:50]C=CN=2)N(C(=O)C2C=CC(C(C)(C)C)=C(OC)C=2)[C@](CC2C=CSN=2)(C(OC(C)(C)C)=O)C1. (6) Given the product [NH2:1][C:2]1[N:7]=[C:6]([C:8]2[CH:9]=[C:10]3[C:11]([C:12]([NH2:13])=[N:35][NH:36]3)=[CH:14][CH:15]=2)[CH:5]=[C:4]([N:17]2[CH2:22][CH2:21][O:20][CH:19]([C:23]3[NH:24][CH:25]=[C:26]([C:28]4[CH:33]=[CH:32][CH:31]=[CH:30][C:29]=4[Cl:34])[N:27]=3)[CH2:18]2)[N:3]=1, predict the reactants needed to synthesize it. The reactants are: [NH2:1][C:2]1[N:7]=[C:6]([C:8]2[CH:15]=[CH:14][C:11]([C:12]#[N:13])=[C:10](F)[CH:9]=2)[CH:5]=[C:4]([N:17]2[CH2:22][CH2:21][O:20][CH:19]([C:23]3[NH:24][CH:25]=[C:26]([C:28]4[CH:33]=[CH:32][CH:31]=[CH:30][C:29]=4[Cl:34])[N:27]=3)[CH2:18]2)[N:3]=1.[NH2:35][NH2:36].